This data is from Peptide-MHC class I binding affinity with 185,985 pairs from IEDB/IMGT. The task is: Regression. Given a peptide amino acid sequence and an MHC pseudo amino acid sequence, predict their binding affinity value. This is MHC class I binding data. (1) The peptide sequence is TEDQGHFPL. The MHC is HLA-A68:02 with pseudo-sequence HLA-A68:02. The binding affinity (normalized) is 0.0847. (2) The peptide sequence is NEKRRLQLI. The MHC is Patr-B2401 with pseudo-sequence Patr-B2401. The binding affinity (normalized) is 0. (3) The peptide sequence is FENAILSMT. The MHC is HLA-B40:01 with pseudo-sequence HLA-B40:01. The binding affinity (normalized) is 0.0923. (4) The binding affinity (normalized) is 0.321. The MHC is Patr-A0901 with pseudo-sequence Patr-A0901. The peptide sequence is IFLFILLLCLI. (5) The peptide sequence is VFQAKSAFV. The MHC is HLA-A01:01 with pseudo-sequence HLA-A01:01. The binding affinity (normalized) is 0.0428. (6) The peptide sequence is GSDKQVVGQ. The MHC is HLA-A03:01 with pseudo-sequence HLA-A03:01. The binding affinity (normalized) is 0.0847. (7) The peptide sequence is MRGGVNTFLI. The MHC is H-2-Kb with pseudo-sequence H-2-Kb. The binding affinity (normalized) is 0.